Task: Predict the reactants needed to synthesize the given product.. Dataset: Full USPTO retrosynthesis dataset with 1.9M reactions from patents (1976-2016) (1) Given the product [CH3:42][S:43][C:44]1[CH:51]=[CH:50][CH:49]=[CH:48][C:45]=1/[CH:46]=[CH:11]/[C:4]1[C:5]2[C:10](=[CH:9][CH:8]=[CH:7][CH:6]=2)[NH:2][N:3]=1, predict the reactants needed to synthesize it. The reactants are: [Br-].[NH:2]1[C:10]2[C:5](=[CH:6][CH:7]=[CH:8][CH:9]=2)[C:4]([CH2:11][P+](C2C=CC=CC=2)(C2C=CC=CC=2)C2C=CC=CC=2)=[N:3]1.C1CCN2C(=NCCC2)CC1.[CH3:42][S:43][C:44]1[CH:51]=[CH:50][CH:49]=[CH:48][C:45]=1[CH:46]=O. (2) Given the product [OH:13][N:12]=[C:7]([NH2:8])[C:6]1[CH:9]=[CH:10][C:3]([CH:1]=[CH2:2])=[CH:4][CH:5]=1, predict the reactants needed to synthesize it. The reactants are: [CH:1]([C:3]1[CH:10]=[CH:9][C:6]([C:7]#[N:8])=[CH:5][CH:4]=1)=[CH2:2].Cl.[NH2:12][OH:13].C(=O)(O)[O-].[Na+]. (3) Given the product [S:3]([C:6]1[CH:12]=[CH:11][C:9]([CH3:10])=[CH:8][CH:7]=1)([O:2][F:1])(=[O:5])=[O:4], predict the reactants needed to synthesize it. The reactants are: [F:1][OH:2].[S:3](Cl)([C:6]1[CH:12]=[CH:11][C:9]([CH3:10])=[CH:8][CH:7]=1)(=[O:5])=[O:4].